Predict which catalyst facilitates the given reaction. From a dataset of Catalyst prediction with 721,799 reactions and 888 catalyst types from USPTO. Reactant: [C:1]([C:4]1[CH:5]=[C:6]([C:27]#[N:28])[C:7]([N:18]2[CH2:23][CH2:22][CH:21]([C:24](O)=[O:25])[CH2:20][CH2:19]2)=[N:8][C:9]=1[CH2:10][N:11]1[CH2:16][CH2:15][CH2:14][CH2:13][C:12]1=[O:17])(=[O:3])[CH3:2].CCN(C(C)C)C(C)C.F[P-](F)(F)(F)(F)F.Br[P+](N1CCCC1)(N1CCCC1)N1CCCC1.[C:62]1([CH2:68][S:69]([NH2:72])(=[O:71])=[O:70])[CH:67]=[CH:66][CH:65]=[CH:64][CH:63]=1.Cl. Product: [C:1]([C:4]1[CH:5]=[C:6]([C:27]#[N:28])[C:7]([N:18]2[CH2:19][CH2:20][CH:21]([C:24]([NH:72][S:69]([CH2:68][C:62]3[CH:63]=[CH:64][CH:65]=[CH:66][CH:67]=3)(=[O:70])=[O:71])=[O:25])[CH2:22][CH2:23]2)=[N:8][C:9]=1[CH2:10][N:11]1[CH2:16][CH2:15][CH2:14][CH2:13][C:12]1=[O:17])(=[O:3])[CH3:2]. The catalyst class is: 2.